This data is from Full USPTO retrosynthesis dataset with 1.9M reactions from patents (1976-2016). The task is: Predict the reactants needed to synthesize the given product. (1) Given the product [C:16]([OH:23])(=[O:22])/[CH:17]=[CH:18]/[C:19]([OH:21])=[O:20].[CH3:24][C@@H:26]1[CH2:31][NH:30][CH2:29][CH2:28][N:27]1[C:32]([O:5][CH2:4][C:3]1[CH:6]=[C:7]([O:10][CH2:12][CH2:13][CH2:14][CH3:15])[CH:8]=[CH:9][C:2]=1[F:1])=[O:33], predict the reactants needed to synthesize it. The reactants are: [F:1][C:2]1[CH:9]=[CH:8][C:7]([OH:10])=[CH:6][C:3]=1[CH2:4][OH:5].I[CH2:12][CH2:13][CH2:14][CH3:15].[C:16]([OH:23])(=[O:22])/[CH:17]=[CH:18]/[C:19]([OH:21])=[O:20].[CH2:24]([C@@H:26]1[CH2:31][NH:30][CH2:29][CH2:28][N:27]1[C:32](OCC1C=CC(OC(F)F)=CC=1)=[O:33])C. (2) Given the product [NH2:1][C:4]1[CH:5]=[C:6]([CH:22]=[CH:23][CH:24]=1)[CH2:7][O:8][C:9]1[CH:10]=[C:11]2[C:15](=[CH:16][CH:17]=1)[N:14]([CH3:18])[C:13]([NH2:19])=[C:12]2[C:20]#[N:21], predict the reactants needed to synthesize it. The reactants are: [N+:1]([C:4]1[CH:5]=[C:6]([CH:22]=[CH:23][CH:24]=1)[CH2:7][O:8][C:9]1[CH:10]=[C:11]2[C:15](=[CH:16][CH:17]=1)[N:14]([CH3:18])[C:13]([NH2:19])=[C:12]2[C:20]#[N:21])([O-])=O.C([O-])([O-])=O.[K+].[K+]. (3) Given the product [C:1]([O:5][C:6]([N:8]1[CH2:13][CH2:12][CH2:11][C:10]([C:14](=[O:15])[NH:39][C@@H:37]([C:33]2[CH:32]=[CH:31][C:30]3[C:35](=[CH:36][C:27]([Br:26])=[CH:28][CH:29]=3)[N:34]=2)[CH3:38])([CH3:17])[N:9]1[C:18]([O:20][C:21]([CH3:24])([CH3:23])[CH3:22])=[O:19])=[O:7])([CH3:4])([CH3:2])[CH3:3], predict the reactants needed to synthesize it. The reactants are: [C:1]([O:5][C:6]([N:8]1[CH2:13][CH2:12][CH2:11][C:10]([CH3:17])([C:14](O)=[O:15])[N:9]1[C:18]([O:20][C:21]([CH3:24])([CH3:23])[CH3:22])=[O:19])=[O:7])([CH3:4])([CH3:3])[CH3:2].Cl.[Br:26][C:27]1[CH:36]=[C:35]2[C:30]([CH:31]=[CH:32][C:33]([C@H:37]([NH2:39])[CH3:38])=[N:34]2)=[CH:29][CH:28]=1.C(N(CC)C(C)C)(C)C.F[P-](F)(F)(F)(F)F.CN(C(ON1C2=NC=CC=C2N=N1)=[N+](C)C)C.